Dataset: Full USPTO retrosynthesis dataset with 1.9M reactions from patents (1976-2016). Task: Predict the reactants needed to synthesize the given product. (1) Given the product [NH2:1][C:2]1[N:7]=[CH:6][C:5]([C:8]2[CH:18]=[CH:17][C:11]([O:12][CH2:13][C:14]([NH:32][CH3:31])=[O:15])=[CH:10][CH:9]=2)=[CH:4][C:3]=1[C:19]1[S:20][C:21]2[CH:27]=[CH:26][CH:25]=[CH:24][C:22]=2[N:23]=1, predict the reactants needed to synthesize it. The reactants are: [NH2:1][C:2]1[N:7]=[CH:6][C:5]([C:8]2[CH:18]=[CH:17][C:11]([O:12][CH2:13][C:14](O)=[O:15])=[CH:10][CH:9]=2)=[CH:4][C:3]=1[C:19]1[S:20][C:21]2[CH:27]=[CH:26][CH:25]=[CH:24][C:22]=2[N:23]=1.[Cl-].C[NH3+].[CH3:31][N:32](C(ON1N=NC2C=CC=CC1=2)=[N+](C)C)C.[B-](F)(F)(F)F.CCN(C(C)C)C(C)C. (2) The reactants are: C([Li])CCC.[CH:6]1([CH2:9][O:10][C:11]2[CH:16]=[CH:15][C:14](I)=[CH:13][CH:12]=2)[CH2:8][CH2:7]1.[B:18](OC)([O:21]C)[O:19]C. Given the product [CH:6]1([CH2:9][O:10][C:11]2[CH:16]=[CH:15][C:14]([B:18]([OH:21])[OH:19])=[CH:13][CH:12]=2)[CH2:8][CH2:7]1, predict the reactants needed to synthesize it. (3) Given the product [O:61]=[S:58]1(=[O:62])[CH2:59][CH2:60][N:55]([C:21]([C:18]2[N:19]=[N:20][C:15]([O:14][CH2:13][C:3]3[C:4]([C:7]4[CH:8]=[CH:9][CH:10]=[CH:11][CH:12]=4)=[N:5][O:6][C:2]=3[CH3:1])=[CH:16][CH:17]=2)=[O:23])[CH2:56][CH2:57]1, predict the reactants needed to synthesize it. The reactants are: [CH3:1][C:2]1[O:6][N:5]=[C:4]([C:7]2[CH:12]=[CH:11][CH:10]=[CH:9][CH:8]=2)[C:3]=1[CH2:13][O:14][C:15]1[N:20]=[N:19][C:18]([C:21]([OH:23])=O)=[CH:17][CH:16]=1.F[B-](F)(F)F.N1(OC(N(C)C)=[N+](C)C)C2C=CC=CC=2N=N1.C(N(CC)C(C)C)(C)C.[NH:55]1[CH2:60][CH2:59][S:58](=[O:62])(=[O:61])[CH2:57][CH2:56]1. (4) The reactants are: CCCC[N+](CCCC)(CCCC)CCCC.[F-].[Si]([O:26][C@H:27]1[C@H:32]([NH:33][C:34](=[O:41])[O:35][CH2:36][CH2:37][N:38]([CH3:40])[CH3:39])[CH2:31][CH2:30][N:29]([C:42]2[CH:47]=[C:46]([C:48]#[N:49])[CH:45]=[C:44]([NH:50][C:51]3[N:56]=[C:55]([NH:57][CH:58]4[CH2:60][CH2:59]4)[C:54]4=[N:61][CH:62]=[C:63]([C:64]#[N:65])[N:53]4[N:52]=3)[C:43]=2[Cl:66])[CH2:28]1)(C(C)(C)C)(C)C. Given the product [Cl:66][C:43]1[C:44]([NH:50][C:51]2[N:56]=[C:55]([NH:57][CH:58]3[CH2:60][CH2:59]3)[C:54]3=[N:61][CH:62]=[C:63]([C:64]#[N:65])[N:53]3[N:52]=2)=[CH:45][C:46]([C:48]#[N:49])=[CH:47][C:42]=1[N:29]1[CH2:30][CH2:31][C@@H:32]([NH:33][C:34](=[O:41])[O:35][CH2:36][CH2:37][N:38]([CH3:39])[CH3:40])[C@H:27]([OH:26])[CH2:28]1, predict the reactants needed to synthesize it. (5) Given the product [CH:42]1([C:41]#[C:40][C:2]2[CH:10]=[C:9]3[C:5]([CH2:6][C:7]4([CH2:16][CH2:15][CH:14]([O:17][CH2:18][CH3:19])[CH2:13][CH2:12]4)[C:8]3=[O:11])=[CH:4][CH:3]=2)[CH2:43][CH2:38]1, predict the reactants needed to synthesize it. The reactants are: Br[C:2]1[CH:10]=[C:9]2[C:5]([CH2:6][C:7]3([CH2:16][CH2:15][CH:14]([O:17][CH2:18][CH3:19])[CH2:13][CH2:12]3)[C:8]2=[O:11])=[CH:4][CH:3]=1.C(NCC)C.[CH:42]1[CH:43]=[CH:38]C(P([C:38]2[CH:43]=[CH:42][CH:41]=[CH:40]C=2)[C:42]2[CH:43]=[CH:38]C=[CH:40][CH:41]=2)=[CH:40][CH:41]=1.C1(C#C)CC1. (6) Given the product [C:1]([O:5][C:6](=[O:22])[NH:7][C:8]1[CH:13]=[C:12]([N:14]([CH3:16])[CH3:15])[C:11]([C:17]([F:20])([F:19])[F:18])=[CH:10][C:9]=1[NH:21][C:28](=[O:27])[CH2:29][C:30](=[O:42])[C:31]1[CH:36]=[CH:35][CH:34]=[C:33]([N:37]2[CH:41]=[CH:40][CH:39]=[N:38]2)[CH:32]=1)([CH3:4])([CH3:2])[CH3:3], predict the reactants needed to synthesize it. The reactants are: [C:1]([O:5][C:6](=[O:22])[NH:7][C:8]1[CH:13]=[C:12]([N:14]([CH3:16])[CH3:15])[C:11]([C:17]([F:20])([F:19])[F:18])=[CH:10][C:9]=1[NH2:21])([CH3:4])([CH3:3])[CH3:2].C([O:27][C:28](=O)[CH2:29][C:30](=[O:42])[C:31]1[CH:36]=[CH:35][CH:34]=[C:33]([N:37]2[CH:41]=[CH:40][CH:39]=[N:38]2)[CH:32]=1)(C)(C)C. (7) Given the product [C:4]1([CH:3]=[CH:2][C:1]([C:12]2[CH:17]=[CH:16][CH:15]=[CH:14][CH:13]=2)=[O:10])[CH:9]=[CH:8][CH:7]=[CH:6][CH:5]=1, predict the reactants needed to synthesize it. The reactants are: [CH:1](=[O:10])[CH:2]=[CH:3][C:4]1[CH:9]=[CH:8][CH:7]=[CH:6][CH:5]=1.O[C:12]1[CH:17]=[CH:16][CH:15]=[CH:14][C:13]=1C(=O)C.